This data is from TCR-epitope binding with 47,182 pairs between 192 epitopes and 23,139 TCRs. The task is: Binary Classification. Given a T-cell receptor sequence (or CDR3 region) and an epitope sequence, predict whether binding occurs between them. (1) The epitope is KTSVDCTMYI. The TCR CDR3 sequence is CASSLAGSSYEQYF. Result: 0 (the TCR does not bind to the epitope). (2) The epitope is RPRGEVRFL. The TCR CDR3 sequence is CASQDRNTGELFF. Result: 0 (the TCR does not bind to the epitope). (3) The epitope is YLNTLTLAV. The TCR CDR3 sequence is CASSVVGDEQYF. Result: 0 (the TCR does not bind to the epitope).